Dataset: Plasma protein binding rate (PPBR) regression data from AstraZeneca. Task: Regression/Classification. Given a drug SMILES string, predict its absorption, distribution, metabolism, or excretion properties. Task type varies by dataset: regression for continuous measurements (e.g., permeability, clearance, half-life) or binary classification for categorical outcomes (e.g., BBB penetration, CYP inhibition). For this dataset (ppbr_az), we predict Y. (1) The compound is CC(C)Oc1cc(-n2cnc3ccc(N[C@@H](CO)c4ccc(F)cn4)nc32)n[nH]1. The Y is 91.8 %. (2) The molecule is O=C(O)COc1cccc(N2CCC(CN3CCC(Oc4ccc(Cl)c(Cl)c4)CC3)CC2)c1. The Y is 97.3 %. (3) The molecule is Cc1cn([C@H]2CCCN(S(=O)(=O)c3ccc(O)c(Oc4cc(F)cc(Cl)c4)c3)C2)c(=O)[nH]c1=O. The Y is 98.8 %. (4) The molecule is N#CC[C@H](C1CCCC1)n1cc(-c2ncnc3[nH]ccc23)cn1. The Y is 94.7 %.